Predict the reaction yield, written as a fraction of the theoretical maximum amount of product (1.0 means a 100% yield; for example, 0.34 means a 34% yield). From a dataset of Reaction yield outcomes from USPTO patents with 853,638 reactions. (1) The yield is 0.900. The reactants are [B-](F)(F)(F)F.CN(C(ON1C(=O)CCC1=O)=[N+](C)C)C.[F:21][C:22]1[CH:23]=[C:24]([NH:29][CH:30]([C:32]2[CH:33]=[C:34]([C:49](O)=[O:50])[CH:35]=[C:36]3[C:41]=2[O:40][C:39]([N:42]2[CH2:47][CH2:46][O:45][CH2:44][CH2:43]2)=[CH:38][C:37]3=[O:48])[CH3:31])[CH:25]=[C:26]([F:28])[CH:27]=1.CCN(C(C)C)C(C)C.[NH:61]1[CH2:66][CH2:65][O:64][CH2:63][CH2:62]1. The product is [F:21][C:22]1[CH:23]=[C:24]([NH:29][CH:30]([C:32]2[CH:33]=[C:34]([C:49]([N:61]3[CH2:66][CH2:65][O:64][CH2:63][CH2:62]3)=[O:50])[CH:35]=[C:36]3[C:41]=2[O:40][C:39]([N:42]2[CH2:47][CH2:46][O:45][CH2:44][CH2:43]2)=[CH:38][C:37]3=[O:48])[CH3:31])[CH:25]=[C:26]([F:28])[CH:27]=1. The catalyst is C(Cl)Cl. (2) The reactants are [CH:1]([C:3]1[CH:10]=[CH:9][C:6]([C:7]#[N:8])=[CH:5][CH:4]=1)=[O:2].[N+:11]([CH:13](S(C1C=CC(C)=CC=1)(=O)=O)[CH3:14])#[C-:12].C(=O)([O-])[O-].[K+].[K+]. The catalyst is CO. The product is [CH3:14][C:13]1[N:11]=[CH:12][O:2][C:1]=1[C:3]1[CH:10]=[CH:9][C:6]([C:7]#[N:8])=[CH:5][CH:4]=1. The yield is 0.750. (3) The reactants are [CH3:1][O:2][C:3]([C:5]1[C:13]2[NH:12][C:11]([C:14]3[C:15](=[O:21])[NH:16][CH:17]=[CH:18][C:19]=3Cl)=[N:10][C:9]=2[CH:8]=[CH:7][CH:6]=1)=[O:4].[NH2:22][CH2:23][C@H:24]([C:26]1[CH:31]=[CH:30][CH:29]=[CH:28][CH:27]=1)[OH:25].CN1CCOCC1.CN(C=O)C. The catalyst is O. The product is [CH3:1][O:2][C:3]([C:5]1[C:13]2[NH:12][C:11]([C:14]3[C:15](=[O:21])[NH:16][CH:17]=[CH:18][C:19]=3[NH:22][CH2:23][C@@H:24]([OH:25])[C:26]3[CH:31]=[CH:30][CH:29]=[CH:28][CH:27]=3)=[N:10][C:9]=2[CH:8]=[CH:7][CH:6]=1)=[O:4]. The yield is 0.718.